Task: Predict the reaction yield, written as a fraction of the theoretical maximum amount of product (1.0 means a 100% yield; for example, 0.34 means a 34% yield).. Dataset: Reaction yield outcomes from USPTO patents with 853,638 reactions The reactants are [C:1]([C:5]1[CH:10]=[CH:9][C:8]([C:11]2[CH:12]=[CH:13][CH:14]=[C:15]3[C:19]=2[CH2:18][C:17]([CH3:20])=[CH:16]3)=[CH:7][CH:6]=1)([CH3:4])([CH3:3])[CH3:2].[Li]CCCC.C([Cu])#N.Cl[Si:30]([CH:33]1[C:41]2[C:36](=[C:37]([C:57]3[CH:62]=[CH:61][CH:60]=[CH:59][CH:58]=3)[C:38]([O:45][C:46]3[C:51]([F:52])=[C:50]([F:53])[C:49]([F:54])=[C:48]([F:55])[C:47]=3[F:56])=[C:39]([CH:42]([CH3:44])[CH3:43])[CH:40]=2)[CH:35]=[C:34]1[CH3:63])([CH3:32])[CH3:31]. The catalyst is CCOCC.O. The product is [C:1]([C:5]1[CH:10]=[CH:9][C:8]([C:11]2[CH:12]=[CH:13][CH:14]=[C:15]3[C:19]=2[CH:18]=[C:17]([CH3:20])[CH:16]3[Si:30]([CH:33]2[C:41]3[C:36](=[C:37]([C:57]4[CH:62]=[CH:61][CH:60]=[CH:59][CH:58]=4)[C:38]([O:45][C:46]4[C:51]([F:52])=[C:50]([F:53])[C:49]([F:54])=[C:48]([F:55])[C:47]=4[F:56])=[C:39]([CH:42]([CH3:44])[CH3:43])[CH:40]=3)[CH:35]=[C:34]2[CH3:63])([CH3:31])[CH3:32])=[CH:7][CH:6]=1)([CH3:4])([CH3:2])[CH3:3]. The yield is 0.530.